This data is from Full USPTO retrosynthesis dataset with 1.9M reactions from patents (1976-2016). The task is: Predict the reactants needed to synthesize the given product. The reactants are: CC([Si](C)(C)[O:6][C:7]1[CH:12]=[CH:11][C:10]([CH2:13][CH2:14][N:15]2[CH2:20][CH2:19][N:18]([C:21]([O:23][C:24]([CH3:27])([CH3:26])[CH3:25])=[O:22])[CH2:17][CH2:16]2)=[CH:9][CH:8]=1)(C)C.[F-].C([N+](CCCC)(CCCC)CCCC)CCC. Given the product [OH:6][C:7]1[CH:8]=[CH:9][C:10]([CH2:13][CH2:14][N:15]2[CH2:16][CH2:17][N:18]([C:21]([O:23][C:24]([CH3:27])([CH3:26])[CH3:25])=[O:22])[CH2:19][CH2:20]2)=[CH:11][CH:12]=1, predict the reactants needed to synthesize it.